From a dataset of Catalyst prediction with 721,799 reactions and 888 catalyst types from USPTO. Predict which catalyst facilitates the given reaction. (1) Reactant: [Cl:1][C:2]1[CH:7]=[C:6]([F:8])[CH:5]=[CH:4][C:3]=1[N:9]1[C:17](=[O:18])[C:16]2[C@H:15]3[C:19]([CH3:21])([CH3:20])[C@:12]([CH3:22])([CH2:13][CH2:14]3)[C:11]=2[NH:10]1.[F:23][C:24]1[CH:31]=[CH:30][C:27]([CH2:28]Br)=[CH:26][CH:25]=1. Product: [Cl:1][C:2]1[CH:7]=[C:6]([F:8])[CH:5]=[CH:4][C:3]=1[N:9]1[C:17](=[O:18])[C:16]2[C@H:15]3[C:19]([CH3:21])([CH3:20])[C@:12]([CH3:22])([CH2:13][CH2:14]3)[C:11]=2[N:10]1[CH2:28][C:27]1[CH:30]=[CH:31][C:24]([F:23])=[CH:25][CH:26]=1. The catalyst class is: 711. (2) Reactant: C([N:4]1[CH2:26][CH2:25][C:7]2[N:8]([CH2:16][CH:17]([C:19]3[CH:20]=[N:21][CH:22]=[CH:23][CH:24]=3)[OH:18])[C:9]3[CH:10]=[CH:11][C:12]([CH3:15])=[CH:13][C:14]=3[C:6]=2[CH2:5]1)C=C.CN1C(=O)CC(=O)N(C)C1=O. Product: [CH3:15][C:12]1[CH:11]=[CH:10][C:9]2[N:8]([CH2:16][CH:17]([C:19]3[CH:20]=[N:21][CH:22]=[CH:23][CH:24]=3)[OH:18])[C:7]3[CH2:25][CH2:26][NH:4][CH2:5][C:6]=3[C:14]=2[CH:13]=1. The catalyst class is: 532. (3) Reactant: [C:1]([N:20]1[CH:24]=[C:23](/[CH:25]=[CH:26]\[CH:27]2[CH2:32][CH2:31][N:30]([C:33]([O:35][C:36]([CH3:39])([CH3:38])[CH3:37])=[O:34])[CH2:29][CH2:28]2)[N:22]=[CH:21]1)([C:14]1[CH:19]=[CH:18][CH:17]=[CH:16][CH:15]=1)([C:8]1[CH:13]=[CH:12][CH:11]=[CH:10][CH:9]=1)[C:2]1[CH:7]=[CH:6][CH:5]=[CH:4][CH:3]=1. Product: [C:1]([N:20]1[CH:24]=[C:23]([CH2:25][CH2:26][CH:27]2[CH2:32][CH2:31][N:30]([C:33]([O:35][C:36]([CH3:39])([CH3:38])[CH3:37])=[O:34])[CH2:29][CH2:28]2)[N:22]=[CH:21]1)([C:14]1[CH:19]=[CH:18][CH:17]=[CH:16][CH:15]=1)([C:8]1[CH:9]=[CH:10][CH:11]=[CH:12][CH:13]=1)[C:2]1[CH:3]=[CH:4][CH:5]=[CH:6][CH:7]=1. The catalyst class is: 663.